Dataset: Forward reaction prediction with 1.9M reactions from USPTO patents (1976-2016). Task: Predict the product of the given reaction. (1) Given the reactants [CH3:1][C:2]1([C:7]([OH:9])=O)[CH2:6][S:5][S:4][CH2:3]1.C([N:12](CC)CC)C.ClC(OCC(C)C)=O.N, predict the reaction product. The product is: [CH3:1][C:2]1([C:7]([NH2:12])=[O:9])[CH2:6][S:5][S:4][CH2:3]1. (2) Given the reactants [C:1]1(B(O)O)[CH:6]=[CH:5][CH:4]=[CH:3][CH:2]=1.Br[C:11]1[N:16]=[CH:15][C:14]([C:17]2[N:26]([C:27]3[CH:32]=[CH:31][C:30]([CH:33]([CH2:35][CH3:36])[CH3:34])=[CH:29][CH:28]=3)[C:25](=[O:37])[C:24]3[C:19](=[CH:20][CH:21]=[CH:22][CH:23]=3)[N:18]=2)=[CH:13][CH:12]=1, predict the reaction product. The product is: [CH:33]([C:30]1[CH:31]=[CH:32][C:27]([N:26]2[C:25](=[O:37])[C:24]3[C:19](=[CH:20][CH:21]=[CH:22][CH:23]=3)[N:18]=[C:17]2[C:14]2[CH:15]=[N:16][C:11]([C:1]3[CH:6]=[CH:5][CH:4]=[CH:3][CH:2]=3)=[CH:12][CH:13]=2)=[CH:28][CH:29]=1)([CH2:35][CH3:36])[CH3:34]. (3) Given the reactants C1C([O:7]C2C=CC3C(OC(=O)C=3C=2)=O)=CC2C(OC(=O)C=2C=1)=O.[Cl-].[K+].[Cl-].C(N(CC)C(=[N+](CC)CC)N(CC)CC)C.[Cl:43][C:44]1[CH:54]=[CH:53][CH:52]=[C:46]2[C:47]([O:49][C:50](=[O:51])[C:45]=12)=[O:48].P(=O)(O)(O)O, predict the reaction product. The product is: [Cl:43][C:44]1[CH:54]=[CH:53][CH:52]=[C:46]([C:47]([OH:7])=[O:48])[C:45]=1[C:50]([OH:49])=[O:51]. (4) Given the reactants Cl[C:2]1[CH:7]=[C:6]([Cl:8])[N:5]=[CH:4][N:3]=1.C(=O)([O-])[O-].[Cs+].[Cs+].[OH:15][CH:16]1[C:20]([CH3:21])=[C:19]([O:22][CH3:23])[C:18](=[O:24])[NH:17]1.CC1(C)C2C(=C(P(C3C=CC=CC=3)C3C=CC=CC=3)C=CC=2)OC2C(P(C3C=CC=CC=3)C3C=CC=CC=3)=CC=CC1=2, predict the reaction product. The product is: [Cl:8][C:6]1[N:5]=[CH:4][N:3]=[C:2]([N:17]2[C:18](=[O:24])[C:19]([O:22][CH3:23])=[C:20]([CH3:21])[CH:16]2[OH:15])[CH:7]=1. (5) Given the reactants [CH3:1][O:2][C:3](=[O:12])[CH2:4][C:5]1[CH:10]=[CH:9][C:8](Br)=[CH:7][CH:6]=1.C1(P(C2CCCCC2)C2C=CC=CC=2C2C(OC)=CC=CC=2OC)CCCCC1.P([O-])([O-])([O-])=O.[K+].[K+].[K+].[CH2:50]([C:52]([C:71]1[CH:76]=[CH:75][C:74](/[CH:77]=[CH:78]/[C:79]2([OH:85])[CH2:84][CH2:83][S:82][CH2:81][CH2:80]2)=[C:73]([CH3:86])[CH:72]=1)([C:55]1[CH:60]=[CH:59][C:58](B2OC(C)(C)C(C)(C)O2)=[C:57]([CH3:70])[CH:56]=1)[CH2:53][CH3:54])[CH3:51], predict the reaction product. The product is: [CH3:1][O:2][C:3](=[O:12])[CH2:4][C:5]1[CH:10]=[CH:9][C:8]([C:58]2[CH:59]=[CH:60][C:55]([C:52]([CH2:53][CH3:54])([C:71]3[CH:76]=[CH:75][C:74](/[CH:77]=[CH:78]/[C:79]4([OH:85])[CH2:84][CH2:83][S:82][CH2:81][CH2:80]4)=[C:73]([CH3:86])[CH:72]=3)[CH2:50][CH3:51])=[CH:56][C:57]=2[CH3:70])=[CH:7][CH:6]=1. (6) Given the reactants [CH3:1][C:2]1[CH:3]=[C:4]([CH:8]=[CH:9][C:10]=1[B:11]1[O:15][C:14]([CH3:17])([CH3:16])[C:13]([CH3:19])([CH3:18])[O:12]1)[C:5](O)=[O:6].[NH2:20][C@H:21]1[CH2:25][CH2:24][NH:23][C:22]1=[O:26].C(N(C(C)C)CC)(C)C, predict the reaction product. The product is: [CH3:1][C:2]1[CH:3]=[C:4]([CH:8]=[CH:9][C:10]=1[B:11]1[O:12][C:13]([CH3:18])([CH3:19])[C:14]([CH3:17])([CH3:16])[O:15]1)[C:5]([NH:20][C@H:21]1[CH2:25][CH2:24][NH:23][C:22]1=[O:26])=[O:6].